Dataset: Forward reaction prediction with 1.9M reactions from USPTO patents (1976-2016). Task: Predict the product of the given reaction. (1) Given the reactants C([O:3][C:4]1[C:13]2[N:12]=[C:11]([C:14]3[CH:19]=[CH:18][C:17]([O:20][CH3:21])=[CH:16][CH:15]=3)[N:10]=[CH:9][C:8]=2[CH2:7][CH2:6][CH:5]=1)C, predict the reaction product. The product is: [CH3:21][O:20][C:17]1[CH:18]=[CH:19][C:14]([C:11]2[N:10]=[CH:9][C:8]3[CH2:7][CH2:6][CH2:5][C:4](=[O:3])[C:13]=3[N:12]=2)=[CH:15][CH:16]=1. (2) Given the reactants C([O:8][C:9]1[CH:14]=[CH:13][C:12]([C:15]2[O:19][N:18]=[C:17]([O:20][CH2:21][O:22][CH3:23])[CH:16]=2)=[CH:11][CH:10]=1)C1C=CC=CC=1, predict the reaction product. The product is: [CH3:23][O:22][CH2:21][O:20][C:17]1[CH:16]=[C:15]([C:12]2[CH:13]=[CH:14][C:9]([OH:8])=[CH:10][CH:11]=2)[O:19][N:18]=1. (3) The product is: [CH3:9][S:10]([C:2]1[N:7]=[CH:6][C:5]([OH:8])=[CH:4][CH:3]=1)(=[O:12])=[O:11]. Given the reactants Cl[C:2]1[N:7]=[CH:6][C:5]([OH:8])=[CH:4][CH:3]=1.[CH3:9][S:10]([O:12][Na])=[O:11].N1CCC[C@H]1C(O)=O.C([O-])([O-])=O.[K+].[K+], predict the reaction product. (4) Given the reactants Cl[C:2]1[N:3]=[N:4][CH:5]=[C:6]([C:8]2[CH:13]=[CH:12][C:11]([F:14])=[C:10]([C:15]3[C:20]([F:21])=[CH:19][C:18]([F:22])=[CH:17][N:16]=3)[CH:9]=2)[CH:7]=1.[F:23][C:24]1[CH:25]=[N:26][CH:27]=[C:28]([F:34])[C:29]=1[Sn](C)(C)C.[Cl-].[Li+], predict the reaction product. The product is: [F:23][C:24]1[CH:25]=[N:26][CH:27]=[C:28]([F:34])[C:29]=1[C:2]1[N:3]=[N:4][CH:5]=[C:6]([C:8]2[CH:13]=[CH:12][C:11]([F:14])=[C:10]([C:15]3[C:20]([F:21])=[CH:19][C:18]([F:22])=[CH:17][N:16]=3)[CH:9]=2)[CH:7]=1. (5) The product is: [Cl:3][C:4]1[CH:9]=[CH:8][CH:7]=[C:6]([CH3:10])[N+:5]=1[O-:12]. Given the reactants OO.[Cl:3][C:4]1[CH:9]=[CH:8][CH:7]=[C:6]([CH3:10])[N:5]=1.C(=O)(O)[O-:12].[Na+], predict the reaction product. (6) Given the reactants [NH:1]1[CH:8]=[CH:7][C:5]([NH2:6])=[N:4][C:2]1=[O:3].N1C=CC=CC=1.[C:15](O[C:15](=[O:18])[CH2:16][CH3:17])(=[O:18])[CH2:16][CH3:17], predict the reaction product. The product is: [C:15]([NH:6][C:5]1[CH:7]=[CH:8][NH:1][C:2](=[O:3])[N:4]=1)(=[O:18])[CH2:16][CH3:17]. (7) Given the reactants [F:1][CH:2]([F:23])[O:3][C:4]1[CH:9]=[CH:8][C:7]([C:10]2[CH:18]=[CH:17][CH:16]=[C:15]3[C:11]=2[CH2:12][CH2:13][C:14]3=[O:19])=[C:6]([OH:20])[C:5]=1[O:21][CH3:22].C(=O)([O-])[O-].[K+].[K+].[CH2:30](Br)[CH2:31][CH3:32], predict the reaction product. The product is: [F:1][CH:2]([F:23])[O:3][C:4]1[CH:9]=[CH:8][C:7]([C:10]2[CH:18]=[CH:17][CH:16]=[C:15]3[C:11]=2[CH2:12][CH2:13][C:14]3=[O:19])=[C:6]([O:20][CH2:30][CH2:31][CH3:32])[C:5]=1[O:21][CH3:22].